This data is from Full USPTO retrosynthesis dataset with 1.9M reactions from patents (1976-2016). The task is: Predict the reactants needed to synthesize the given product. (1) Given the product [CH2:27]([O:19][C:18]1[C:17](=[O:20])[C:16]2[C:11](=[CH:12][CH:13]=[CH:14][CH:15]=2)[O:10][C:9]=1[C:4]1[CH:5]=[CH:6][C:7]([O:8][CH2:9][C:4]2[CH:5]=[CH:6][CH:7]=[CH:2][CH:3]=2)=[C:2]([OH:1])[CH:3]=1)[C:28]1[CH:33]=[CH:32][CH:31]=[CH:30][CH:29]=1, predict the reactants needed to synthesize it. The reactants are: [OH:1][C:2]1[CH:3]=[C:4]([C:9]2[O:10][C:11]3[C:16]([C:17](=[O:20])[C:18]=2[OH:19])=[CH:15][CH:14]=[CH:13][CH:12]=3)[CH:5]=[CH:6][C:7]=1[OH:8].C(=O)([O-])[O-].[K+].[K+].[CH2:27](Br)[C:28]1[CH:33]=[CH:32][CH:31]=[CH:30][CH:29]=1.Cl. (2) Given the product [CH2:39]([N:36]([CH2:37][CH3:38])[C:35]([C:32]1[CH:33]=[CH:34][C:29]([CH2:28][C:23]2[CH:24]=[CH:25][CH:26]=[CH:27][C:22]=2[O:21][CH2:20][CH2:19][CH2:18][N:14]2[CH2:15][CH2:16][CH:11]([N:1]3[C:5]4[CH:6]=[CH:7][CH:8]=[CH:9][C:4]=4[NH:3][C:2]3=[O:10])[CH2:12][CH2:13]2)=[CH:30][CH:31]=1)=[O:41])[CH3:40], predict the reactants needed to synthesize it. The reactants are: [N:1]1([CH:11]2[CH2:16][CH2:15][NH:14][CH2:13][CH2:12]2)[C:5]2[CH:6]=[CH:7][CH:8]=[CH:9][C:4]=2[NH:3][C:2]1=[O:10].Br[CH2:18][CH2:19][CH2:20][O:21][C:22]1[CH:27]=[CH:26][CH:25]=[CH:24][C:23]=1[CH2:28][C:29]1[CH:34]=[CH:33][C:32]([C:35](=[O:41])[N:36]([CH2:39][CH3:40])[CH2:37][CH3:38])=[CH:31][CH:30]=1.C(N(CC)CC)C.O. (3) Given the product [F:19][C:2]([F:1])([F:18])[O:3][C:4]1[CH:5]=[CH:6][C:7]([O:8][C:9]2[CH:10]=[CH:11][N:12]=[CH:13][CH:14]=2)=[CH:16][CH:17]=1, predict the reactants needed to synthesize it. The reactants are: [F:1][C:2]([F:19])([F:18])[O:3][C:4]1[CH:17]=[CH:16][C:7]([O:8][C:9]2[CH:14]=[CH:13][N+:12]([O-])=[CH:11][CH:10]=2)=[CH:6][CH:5]=1.C([O-])=O.[NH4+].